The task is: Regression. Given two drug SMILES strings and cell line genomic features, predict the synergy score measuring deviation from expected non-interaction effect.. This data is from NCI-60 drug combinations with 297,098 pairs across 59 cell lines. (1) Drug 1: CN(C)C1=NC(=NC(=N1)N(C)C)N(C)C. Drug 2: CC(C)CN1C=NC2=C1C3=CC=CC=C3N=C2N. Cell line: SK-OV-3. Synergy scores: CSS=-2.39, Synergy_ZIP=1.11, Synergy_Bliss=0.919, Synergy_Loewe=-1.03, Synergy_HSA=-1.08. (2) Drug 1: C1CCC(C1)C(CC#N)N2C=C(C=N2)C3=C4C=CNC4=NC=N3. Drug 2: C1CC(=O)NC(=O)C1N2C(=O)C3=CC=CC=C3C2=O. Cell line: DU-145. Synergy scores: CSS=15.8, Synergy_ZIP=1.71, Synergy_Bliss=11.1, Synergy_Loewe=5.61, Synergy_HSA=10.7.